Dataset: Reaction yield outcomes from USPTO patents with 853,638 reactions. Task: Predict the reaction yield, written as a fraction of the theoretical maximum amount of product (1.0 means a 100% yield; for example, 0.34 means a 34% yield). (1) The reactants are [NH2:1][C:2]1[N:7]=[C:6]([CH3:8])[N:5]=[C:4]([C:9]2[C:10]([NH:19][C:20]3[CH:21]=[N:22][C:23]([O:27][CH3:28])=[C:24]([F:26])[CH:25]=3)=[N:11][CH:12]=[C:13]([CH:18]=2)[C:14](OC)=[O:15])[N:3]=1.[CH2:29]([Mg]Br)[CH3:30].C([O-])(O)=O.[Na+].CC(O)C.C(Cl)Cl. The catalyst is C1COCC1.CC(C)[O-].[Ti+4].CC(C)[O-].CC(C)[O-].CC(C)[O-]. The product is [NH2:1][C:2]1[N:7]=[C:6]([CH3:8])[N:5]=[C:4]([C:9]2[CH:18]=[C:13]([C:14]3([OH:15])[CH2:30][CH2:29]3)[CH:12]=[N:11][C:10]=2[NH:19][C:20]2[CH:21]=[N:22][C:23]([O:27][CH3:28])=[C:24]([F:26])[CH:25]=2)[N:3]=1. The yield is 0.0700. (2) The reactants are [Cl:1][C:2]1[CH:3]=[C:4]([C:8]2[CH:12]=[N:11][NH:10][C:9]=2[C:13]2[C:21]3[C:16](=[N:17][CH:18]=[CH:19][CH:20]=3)[NH:15][CH:14]=2)[CH:5]=[CH:6][CH:7]=1.[CH:22]1[CH:27]=[C:26]([Cl:28])[CH:25]=[C:24]([C:29]([O:31]O)=[O:30])[CH:23]=1. The yield is 0.670. The product is [Cl:28][C:26]1[CH:25]=[C:24]([CH:23]=[CH:22][CH:27]=1)[C:29]([OH:31])=[O:30].[Cl:1][C:2]1[CH:3]=[C:4]([C:8]2[CH:12]=[N:11][NH:10][C:9]=2[C:13]2[C:21]3[C:16](=[N+:17]([O-:30])[CH:18]=[CH:19][CH:20]=3)[NH:15][CH:14]=2)[CH:5]=[CH:6][CH:7]=1. The catalyst is CCOC(C)=O. (3) The reactants are C([Li])CCC.CCCCCC.[CH:12]1([CH2:15][N:16]([C:24]2[C:25]([CH2:33][CH3:34])=[N:26][N:27]3[CH:32]=[CH:31][CH:30]=[CH:29][C:28]=23)[C:17](=[O:23])[O:18][C:19]([CH3:22])([CH3:21])[CH3:20])[CH2:14][CH2:13]1.[Br:35]C(F)(F)C(F)(F)Br.C(=O)(O)[O-].[Na+]. The catalyst is O1CCCC1. The product is [Br:35][C:32]1[N:27]2[N:26]=[C:25]([CH2:33][CH3:34])[C:24]([N:16]([CH2:15][CH:12]3[CH2:13][CH2:14]3)[C:17](=[O:23])[O:18][C:19]([CH3:22])([CH3:21])[CH3:20])=[C:28]2[CH:29]=[CH:30][CH:31]=1. The yield is 0.878. (4) The reactants are N(OCC(C)C)=O.N[C:9]1[CH:32]=[C:31]([C:33]([O:35][C:36]([CH3:39])([CH3:38])[CH3:37])=[O:34])[CH:30]=[CH:29][C:10]=1[O:11][C:12]1[C:21]([Br:22])=[C:20]2[C:15]([CH:16]([C:23]([O:25][CH2:26][CH3:27])=[O:24])[CH2:17][CH2:18][O:19]2)=[CH:14][C:13]=1[Cl:28]. The catalyst is CN(C)C=O. The product is [Br:22][C:21]1[C:12]([O:11][C:10]2[CH:9]=[CH:32][C:31]([C:33]([O:35][C:36]([CH3:37])([CH3:39])[CH3:38])=[O:34])=[CH:30][CH:29]=2)=[C:13]([Cl:28])[CH:14]=[C:15]2[C:20]=1[O:19][CH2:18][CH2:17][CH:16]2[C:23]([O:25][CH2:26][CH3:27])=[O:24]. The yield is 0.170. (5) The reactants are [CH2:1]([P:3]([OH:5])[OH:4])[CH3:2].[C:6]([O:9][CH:10]=[CH2:11])(=[O:8])[CH3:7].[O-]S(OOS([O-])(=O)=O)(=O)=O.[Na+].[Na+]. The catalyst is O. The product is [CH2:1]([P:3]([CH2:11][CH2:10][O:9][C:6](=[O:8])[CH3:7])(=[O:5])[OH:4])[CH3:2]. The yield is 0.950.